From a dataset of Forward reaction prediction with 1.9M reactions from USPTO patents (1976-2016). Predict the product of the given reaction. (1) Given the reactants [F:1][C:2]1[CH:7]=[C:6]([I:8])[CH:5]=[CH:4][C:3]=1[NH:9][C:10]1[S:18][C:13]2=[N:14][CH:15]=[CH:16][CH:17]=[C:12]2[C:11]=1[C:19]([O:21]CC)=O.[NH3:24].C(Cl)Cl, predict the reaction product. The product is: [F:1][C:2]1[CH:7]=[C:6]([I:8])[CH:5]=[CH:4][C:3]=1[NH:9][C:10]1[S:18][C:13]2=[N:14][CH:15]=[CH:16][CH:17]=[C:12]2[C:11]=1[C:19]([NH2:24])=[O:21]. (2) Given the reactants [CH2:1]([O:48][CH:49]1[C@H:53]2[C@H:54](O[Si](C(C)(C)C)(C)C)[N:55](C(OCC(Cl)(Cl)Cl)=O)[C:56]3[CH:63]=[CH:62][C:61]([O:64][CH3:65])=[CH:60][C:57]=3[C:58](=[O:59])[N:52]2[CH:51]=[C:50]1[C:82]1[CH:91]=[CH:90][C:89]2[C:84](=[CH:85][CH:86]=[CH:87][CH:88]=2)[CH:83]=1)[CH2:2][CH2:3][O:4][CH:5]1[C@H:9]2[C@H:10](O[Si](C(C)(C)C)(C)C)[N:11](C(OCC(Cl)(Cl)Cl)=O)[C:12]3[CH:19]=[CH:18][C:17]([O:20][CH3:21])=[CH:16][C:13]=3[C:14](=[O:15])[N:8]2[CH:7]=[C:6]1[C:38]1[CH:47]=[CH:46][C:45]2[C:40](=[CH:41][CH:42]=[CH:43][CH:44]=2)[CH:39]=1, predict the reaction product. The product is: [CH2:1]([O:48][CH:49]1[C@@H:53]2[CH:54]=[N:55][C:56]3[CH:63]=[CH:62][C:61]([O:64][CH3:65])=[CH:60][C:57]=3[C:58](=[O:59])[N:52]2[CH:51]=[C:50]1[C:82]1[CH:91]=[CH:90][C:89]2[C:84](=[CH:85][CH:86]=[CH:87][CH:88]=2)[CH:83]=1)[CH2:2][CH2:3][O:4][CH:5]1[C@@H:9]2[CH:10]=[N:11][C:12]3[CH:19]=[CH:18][C:17]([O:20][CH3:21])=[CH:16][C:13]=3[C:14](=[O:15])[N:8]2[CH:7]=[C:6]1[C:38]1[CH:47]=[CH:46][C:45]2[C:40](=[CH:41][CH:42]=[CH:43][CH:44]=2)[CH:39]=1. (3) Given the reactants [CH3:1][O:2][C:3]([C:5]1[S:6][C:7]2[C:8]([F:21])([F:20])[CH2:9][O:10][C:11]3[CH:18]=[CH:17][C:16](Br)=[CH:15][C:12]=3[C:13]=2[N:14]=1)=[O:4].[CH3:22][C:23]([OH:27])([C:25]#[CH:26])[CH3:24].C1C=CC(P(C2C=CC=CC=2)C2C=CC=CC=2)=CC=1, predict the reaction product. The product is: [CH3:1][O:2][C:3]([C:5]1[S:6][C:7]2[C:8]([F:21])([F:20])[CH2:9][O:10][C:11]3[CH:18]=[CH:17][C:16]([C:26]#[C:25][C:23]([OH:27])([CH3:24])[CH3:22])=[CH:15][C:12]=3[C:13]=2[N:14]=1)=[O:4]. (4) The product is: [Cl:3][CH2:4][C:5]1[N:6]=[C:7]([C:10]2([CH3:11])[O:15][CH2:14][CH2:13][O:12]2)[S:8][CH:9]=1. Given the reactants N#N.[Cl:3][CH2:4][C:5]1[N:6]=[C:7]([C:10](=[O:12])[CH3:11])[S:8][CH:9]=1.[CH2:13](O)[CH2:14][OH:15].COC(OC)OC, predict the reaction product. (5) Given the reactants [OH-].[Na+].O1CCCC1.C[O:9][C:10]([C@@:12]12[CH2:20][N:19]([C:21]([O:23][CH2:24][C:25]3[CH:30]=[CH:29][CH:28]=[CH:27][CH:26]=3)=[O:22])[CH2:18][C@@H:17]1[CH2:16][CH2:15][CH2:14][CH2:13]2)=[O:11], predict the reaction product. The product is: [CH2:24]([O:23][C:21]([N:19]1[CH2:20][C@:12]2([C:10]([OH:11])=[O:9])[C@@H:17]([CH2:16][CH2:15][CH2:14][CH2:13]2)[CH2:18]1)=[O:22])[C:25]1[CH:30]=[CH:29][CH:28]=[CH:27][CH:26]=1. (6) Given the reactants C(C1N=C(N2CCC(F)(F)C2)C2C(=NN(CC)N=2)N=1)(C)(C)C.[C:23]([NH:27][C:28]1[N:29]=[C:30]([N:37]2[CH2:41][CH2:40][C:39]([F:43])([F:42])[CH2:38]2)[C:31]2[N:36]=[N:35][NH:34][C:32]=2[N:33]=1)([CH3:26])([CH3:25])[CH3:24].Br[CH2:45][C:46]1[CH:51]=[CH:50][CH:49]=[CH:48][C:47]=1[S:52]([CH3:55])(=[O:54])=[O:53], predict the reaction product. The product is: [C:23]([NH:27][C:28]1[N:29]=[C:30]([N:37]2[CH2:41][CH2:40][C:39]([F:42])([F:43])[CH2:38]2)[C:31]2[C:32](=[N:34][N:35]([CH2:45][C:46]3[CH:51]=[CH:50][CH:49]=[CH:48][C:47]=3[S:52]([CH3:55])(=[O:54])=[O:53])[N:36]=2)[N:33]=1)([CH3:26])([CH3:24])[CH3:25].